This data is from NCI-60 drug combinations with 297,098 pairs across 59 cell lines. The task is: Regression. Given two drug SMILES strings and cell line genomic features, predict the synergy score measuring deviation from expected non-interaction effect. (1) Drug 1: C1=NC2=C(N1)C(=S)N=C(N2)N. Drug 2: CC1=C(N=C(N=C1N)C(CC(=O)N)NCC(C(=O)N)N)C(=O)NC(C(C2=CN=CN2)OC3C(C(C(C(O3)CO)O)O)OC4C(C(C(C(O4)CO)O)OC(=O)N)O)C(=O)NC(C)C(C(C)C(=O)NC(C(C)O)C(=O)NCCC5=NC(=CS5)C6=NC(=CS6)C(=O)NCCC[S+](C)C)O. Cell line: SF-295. Synergy scores: CSS=47.0, Synergy_ZIP=-4.50, Synergy_Bliss=-2.41, Synergy_Loewe=1.07, Synergy_HSA=3.42. (2) Drug 1: CC(CN1CC(=O)NC(=O)C1)N2CC(=O)NC(=O)C2. Drug 2: CCCCC(=O)OCC(=O)C1(CC(C2=C(C1)C(=C3C(=C2O)C(=O)C4=C(C3=O)C=CC=C4OC)O)OC5CC(C(C(O5)C)O)NC(=O)C(F)(F)F)O. Cell line: HCC-2998. Synergy scores: CSS=6.51, Synergy_ZIP=-2.53, Synergy_Bliss=-1.85, Synergy_Loewe=-6.85, Synergy_HSA=-3.43. (3) Drug 1: C1CN1P(=S)(N2CC2)N3CC3. Drug 2: COCCOC1=C(C=C2C(=C1)C(=NC=N2)NC3=CC=CC(=C3)C#C)OCCOC.Cl. Cell line: NCI-H322M. Synergy scores: CSS=25.6, Synergy_ZIP=5.37, Synergy_Bliss=4.36, Synergy_Loewe=-17.2, Synergy_HSA=0.662. (4) Drug 1: CN1CCC(CC1)COC2=C(C=C3C(=C2)N=CN=C3NC4=C(C=C(C=C4)Br)F)OC. Drug 2: CC1CCCC2(C(O2)CC(NC(=O)CC(C(C(=O)C(C1O)C)(C)C)O)C(=CC3=CSC(=N3)C)C)C. Cell line: HOP-92. Synergy scores: CSS=9.19, Synergy_ZIP=-2.41, Synergy_Bliss=-2.50, Synergy_Loewe=-2.48, Synergy_HSA=-2.87. (5) Drug 1: CCC(=C(C1=CC=CC=C1)C2=CC=C(C=C2)OCCN(C)C)C3=CC=CC=C3.C(C(=O)O)C(CC(=O)O)(C(=O)O)O. Drug 2: CC1=C(N=C(N=C1N)C(CC(=O)N)NCC(C(=O)N)N)C(=O)NC(C(C2=CN=CN2)OC3C(C(C(C(O3)CO)O)O)OC4C(C(C(C(O4)CO)O)OC(=O)N)O)C(=O)NC(C)C(C(C)C(=O)NC(C(C)O)C(=O)NCCC5=NC(=CS5)C6=NC(=CS6)C(=O)NCCC[S+](C)C)O. Cell line: DU-145. Synergy scores: CSS=35.2, Synergy_ZIP=-1.44, Synergy_Bliss=5.67, Synergy_Loewe=-17.7, Synergy_HSA=6.53.